This data is from Reaction yield outcomes from USPTO patents with 853,638 reactions. The task is: Predict the reaction yield, written as a fraction of the theoretical maximum amount of product (1.0 means a 100% yield; for example, 0.34 means a 34% yield). (1) The reactants are N[C:2]1[CH:7]=[C:6]([CH3:8])[CH:5]=[CH:4][C:3]=1[S:9]([NH:12][C:13]1[CH:14]=[CH:15][CH:16]=[C:17]2[C:22]=1[N:21]=[CH:20][CH:19]=[CH:18]2)(=[O:11])=[O:10].N(OC(C)(C)C)=O.CC(O)=O. The catalyst is C1COCC1. The product is [CH3:8][C:6]1[CH:7]=[C:2]2[C:3]([S:9](=[O:10])(=[O:11])[NH:12][C:13]3[C:14]2=[CH:15][CH:16]=[C:17]2[C:22]=3[N:21]=[CH:20][CH:19]=[CH:18]2)=[CH:4][CH:5]=1. The yield is 0.0500. (2) The reactants are [CH3:1][N:2]([CH2:13][C:14]1[N:18]([CH2:19][C@@H:20]2[CH2:25][CH2:24][CH2:23][N:22]([CH:26]([CH3:28])C)[CH2:21]2)[C:17]2[CH:29]=[CH:30][CH:31]=[CH:32][C:16]=2[N:15]=1)[C@H:3]1[C:12]2[N:11]=[CH:10][CH:9]=[CH:8][C:7]=2[CH2:6][CH2:5][CH2:4]1.CN(CC1N(C[C@H]2CCCN(C[C@@H]3CCCN3)C2)C2C=CC=CC=2N=1)[C@@H:35]1[C:44]2[N:43]=[CH:42][CH:41]=[CH:40][C:39]=2CCC1. The catalyst is CC(C)=O. The product is [CH3:1][N:2]([CH2:13][C:14]1[N:18]([CH2:19][C@H:20]2[CH2:25][CH2:24][CH2:23][N:22]([CH2:26][C@@H:28]3[CH2:40][CH2:41][CH2:42][N:43]3[CH:44]([CH3:35])[CH3:39])[CH2:21]2)[C:17]2[CH:29]=[CH:30][CH:31]=[CH:32][C:16]=2[N:15]=1)[C@@H:3]1[C:12]2[N:11]=[CH:10][CH:9]=[CH:8][C:7]=2[CH2:6][CH2:5][CH2:4]1. The yield is 0.730. (3) The yield is 0.690. The reactants are [CH2:1]([C:5]1[N:6]=[C:7]([CH3:27])[NH:8][C:9](=[O:26])[C:10]=1[CH2:11][C:12]1[CH:17]=[CH:16][C:15]([C:18]2[C:19]([C:24]#[N:25])=[CH:20][CH:21]=[CH:22][CH:23]=2)=[CH:14][CH:13]=1)[CH2:2][CH2:3][CH3:4].C(=O)([O-])[O-].[K+].[K+].Br.Br[CH2:36][C:37]1[CH:42]=[CH:41][CH:40]=[CH:39][N:38]=1.CN(C)C=O. The catalyst is C(OCC)(=O)C. The product is [CH2:1]([C:5]1[N:6]=[C:7]([CH3:27])[N:8]([CH2:36][C:37]2[CH:42]=[CH:41][CH:40]=[CH:39][N:38]=2)[C:9](=[O:26])[C:10]=1[CH2:11][C:12]1[CH:17]=[CH:16][C:15]([C:18]2[C:19]([C:24]#[N:25])=[CH:20][CH:21]=[CH:22][CH:23]=2)=[CH:14][CH:13]=1)[CH2:2][CH2:3][CH3:4]. (4) The reactants are [CH:1]([C:3]1[N:8]=[N:7][C:6]2[O:9][CH2:10][CH2:11][S:12][C:5]=2[CH:4]=1)=C.I([O-])(=O)(=O)=[O:14].[Na+]. The catalyst is O1CCOCC1.O.[Os](=O)(=O)(=O)=O. The product is [N:7]1[C:6]2[O:9][CH2:10][CH2:11][S:12][C:5]=2[CH:4]=[C:3]([CH:1]=[O:14])[N:8]=1. The yield is 0.360.